Dataset: Experimentally validated miRNA-target interactions with 360,000+ pairs, plus equal number of negative samples. Task: Binary Classification. Given a miRNA mature sequence and a target amino acid sequence, predict their likelihood of interaction. (1) The miRNA is hsa-miR-4763-3p with sequence AGGCAGGGGCUGGUGCUGGGCGGG. The protein sequence of the target gene is MDQDYERRLLRQIVIQNENTMPRVTEMRRTLTPASSPVSSPSKHGDRFIPSRAGANWSVNFHRINENEKSPSQNRKAKDATSDNGKDGLAYSALLKNELLGAGIEKVQDPQTEDRRLQPSTPEKKGLFTYSLSTKRSSPDDGNDVSPYSLSPVSNKSQKLLRSPRKPTRKISKIPFKVLDAPELQDDFYLNLVDWSSLNVLSVGLGTCVYLWSACTSQVTRLCDLSVEGDSVTSVGWSERGNLVAVGTHKGFVQIWDAAAGKKLSMLEGHTARVGALAWNAEQLSSGSRDRMILQRDIRT.... Result: 1 (interaction). (2) The miRNA is hsa-miR-6860 with sequence ACUGGGCAGGGCUGUGGUGAGU. The protein sequence of the target gene is MRKHLSWWWLATVCMLLFSHLSAVQTRGIKHRIKWNRKALPSTAQITEAQVAENRPGAFIKQGRKLDIDFGAEGNRYYEANYWQFPDGIHYNGCSEANVTKEAFVTGCINATQAANQGEFQKPDNKLHQQVLWRLVQELCSLKHCEFWLERGAGLRVTMHQPVLLCLLALIWLTVK. Result: 1 (interaction). (3) The miRNA is mmu-miR-668-3p with sequence UGUCACUCGGCUCGGCCCACUACC. The protein sequence of the target gene is MRRAVCFPALCLLLNLHAAGCFSGNNDHFLAINQKKSGKPVFIYKHSQDIEKSLDIAPQKIYRHSYHSSSEAQVSKRHQIVNSAFPRPAYDPSLNLLAMDGQDLEVENLPIPAANVIVVTLQMDVNKLNITLLRIFRQGVAAALGLLPQQVHINRLIGKKNSIELFVSPINRKTGISDALPSEEVLRSLNINVLHQSLSQFGITEVSPEKNVLQGQHEADKIWSKEGFYAVVIFLSIFVIIVTCLMILYRLKERFQLSLRQDKEKNQEIHLSPITLQPALSEAKTVHSMVQPEQAPKVLN.... Result: 0 (no interaction). (4) The miRNA is hsa-miR-3200-3p with sequence CACCUUGCGCUACUCAGGUCUG. The protein sequence of the target gene is MTLRLLVAALCAGILAEAPRVRAQHRERVTCTRLYAADIVFLLDGSSSIGRSNFREVRSFLEGLVLPFSGAASAQGVRFATVQYSDDPRTEFGLDALGSGGDVIRAIRELSYKGGNTRTGAAILHVADHVFLPQLARPGVPKVCILITDGKSQDLVDTAAQRLKGQGVKLFAVGIKNADPEELKRVASQPTSDFFFFVNDFSILRTLLPLVSRRVCTTAGGVPVTRPPDDSTSAPRDLVLSEPSSQSLRVQWTAASGPVTGYKVQYTPLTGLGQPLPSERQEVNVPAGETSVRLRGLRPL.... Result: 0 (no interaction). (5) The miRNA is mmu-miR-92a-2-5p with sequence AGGUGGGGAUUGGUGGCAUUAC. The protein sequence of the target gene is MSGELSNRFQGGKAFGLLKARQERRLAEINREFLCDQKYSDEENLPEKLTAFKEKYMEFDLNNEGEIDLMSLKRMMEKLGVPKTHLEMKKMISEVTGGVSDTISYRDFVNMMLGKRSAVLKLVMMFEGKANESSPKPVGPPPERDIASLP. Result: 0 (no interaction). (6) The miRNA is hsa-miR-6831-5p with sequence UAGGUAGAGUGUGAGGAGGAGGUC. The protein sequence of the target gene is MAASQLAALEGEELGAGEPALTKASPAVLYSEGQRLALEALLSSGEETFWACVQQERLPPFLSADEAQALATAAEDWLVPSQEPGAAGTGTAITDGDVGSLTYWPRQSEEPAPLLRLGWPEDTAWKGITRAQLYTQPPGEGQPPIKELVHQEIQAARKLVAVVMDVFTDPDLLRDMVDAATRRWIPVYLLLDHQHLPAFLALAQQLGVNLWTTENLDIRTVQGHTFQSRRRRQVSGHVREKFVLLDGDRVISGSYSFTWSDSRLHRSLVTLLTGEIADAFNQEFRVLYAASRPLSAAPAR.... Result: 0 (no interaction). (7) The miRNA is hsa-miR-6746-3p with sequence CAGCCGCCGCCUGUCUCCACAG. The protein sequence of the target gene is MATSADSPSSPLGAEDLLSDSSEPPGLNQVSSEVTSQLYASLRLSRQAEATARAQLYLPSTSPPHEGLDGFAQELSRSLSVGLEKNLKKKDGSKHIFEMESVRGQLQTMLQTSRDTAYRDPLIPGAGSERREEDSFDSDSTATLLNTRPLQDLSPSSSAQALEELFPRYTSLRPGPPLNPPDFQGLRDALDSEHTRRKHCERHIQSLQTRVLELQQQLAVAVAADRKKDTMIEQLDKTLARVVEGWNRHEAERTEVLRGLQEEHQAAELTRSKQQETVTRLEQSLSEAMEALNREQESAR.... Result: 1 (interaction).